From a dataset of NCI-60 drug combinations with 297,098 pairs across 59 cell lines. Regression. Given two drug SMILES strings and cell line genomic features, predict the synergy score measuring deviation from expected non-interaction effect. (1) Drug 1: CCC1=CC2CC(C3=C(CN(C2)C1)C4=CC=CC=C4N3)(C5=C(C=C6C(=C5)C78CCN9C7C(C=CC9)(C(C(C8N6C)(C(=O)OC)O)OC(=O)C)CC)OC)C(=O)OC.C(C(C(=O)O)O)(C(=O)O)O. Drug 2: C#CCC(CC1=CN=C2C(=N1)C(=NC(=N2)N)N)C3=CC=C(C=C3)C(=O)NC(CCC(=O)O)C(=O)O. Cell line: A549. Synergy scores: CSS=35.8, Synergy_ZIP=1.00, Synergy_Bliss=1.23, Synergy_Loewe=2.04, Synergy_HSA=1.31. (2) Drug 1: C(CCl)NC(=O)N(CCCl)N=O. Drug 2: CC1C(C(CC(O1)OC2CC(CC3=C2C(=C4C(=C3O)C(=O)C5=CC=CC=C5C4=O)O)(C(=O)C)O)N)O. Cell line: ACHN. Synergy scores: CSS=48.1, Synergy_ZIP=-4.12, Synergy_Bliss=-4.74, Synergy_Loewe=-3.50, Synergy_HSA=-2.52. (3) Drug 1: C1CC(=O)NC(=O)C1N2CC3=C(C2=O)C=CC=C3N. Drug 2: CC1=C2C(C(=O)C3(C(CC4C(C3C(C(C2(C)C)(CC1OC(=O)C(C(C5=CC=CC=C5)NC(=O)OC(C)(C)C)O)O)OC(=O)C6=CC=CC=C6)(CO4)OC(=O)C)O)C)O. Cell line: NCI-H522. Synergy scores: CSS=49.3, Synergy_ZIP=-3.55, Synergy_Bliss=-4.58, Synergy_Loewe=-40.1, Synergy_HSA=-2.91. (4) Drug 2: C#CCC(CC1=CN=C2C(=N1)C(=NC(=N2)N)N)C3=CC=C(C=C3)C(=O)NC(CCC(=O)O)C(=O)O. Cell line: U251. Synergy scores: CSS=13.7, Synergy_ZIP=-3.52, Synergy_Bliss=-1.63, Synergy_Loewe=0.835, Synergy_HSA=0.828. Drug 1: COC1=C(C=C2C(=C1)N=CN=C2NC3=CC(=C(C=C3)F)Cl)OCCCN4CCOCC4. (5) Drug 1: CC1OCC2C(O1)C(C(C(O2)OC3C4COC(=O)C4C(C5=CC6=C(C=C35)OCO6)C7=CC(=C(C(=C7)OC)O)OC)O)O. Drug 2: CC=C1C(=O)NC(C(=O)OC2CC(=O)NC(C(=O)NC(CSSCCC=C2)C(=O)N1)C(C)C)C(C)C. Cell line: ACHN. Synergy scores: CSS=52.8, Synergy_ZIP=0.694, Synergy_Bliss=0.311, Synergy_Loewe=1.59, Synergy_HSA=3.40. (6) Drug 1: CC1OCC2C(O1)C(C(C(O2)OC3C4COC(=O)C4C(C5=CC6=C(C=C35)OCO6)C7=CC(=C(C(=C7)OC)O)OC)O)O. Drug 2: CCN(CC)CCNC(=O)C1=C(NC(=C1C)C=C2C3=C(C=CC(=C3)F)NC2=O)C. Cell line: SK-OV-3. Synergy scores: CSS=6.03, Synergy_ZIP=-5.00, Synergy_Bliss=-3.97, Synergy_Loewe=-2.56, Synergy_HSA=-2.26. (7) Drug 1: CCC1(CC2CC(C3=C(CCN(C2)C1)C4=CC=CC=C4N3)(C5=C(C=C6C(=C5)C78CCN9C7C(C=CC9)(C(C(C8N6C=O)(C(=O)OC)O)OC(=O)C)CC)OC)C(=O)OC)O.OS(=O)(=O)O. Drug 2: C1CC(C1)(C(=O)O)C(=O)O.[NH2-].[NH2-].[Pt+2]. Cell line: HL-60(TB). Synergy scores: CSS=62.2, Synergy_ZIP=-0.629, Synergy_Bliss=-2.90, Synergy_Loewe=-7.56, Synergy_HSA=-3.70.